This data is from Experimentally validated miRNA-target interactions with 360,000+ pairs, plus equal number of negative samples. The task is: Binary Classification. Given a miRNA mature sequence and a target amino acid sequence, predict their likelihood of interaction. (1) The miRNA is mmu-miR-3473c with sequence UCUCUCCAGCCCCCAUAAUAAG. The protein sequence of the target gene is MAVESRVTQEEIKKEPEKPIDREKTCPLLLRVFTTNNGRHHRMDEFSRGNVPSSELQIYTWMDATLKELTSLVKEVYPEARKKGTHFNFAIVFMDLKRPGYRVKEIGSTMSGRKGTDDSMTLQSQKFQIGDYLDIAITPPNRAPPSSGRMRPY. Result: 1 (interaction). (2) The miRNA is mmu-miR-717 with sequence CUCAGACAGAGAUACCUUCUCU. The protein sequence of the target gene is MSAAGAGAGVEAGFSSEELLSLRFPLHRACRDGDLATLCSLLQQTPHAHLASEDSFYGWTPVHWAAHFGKLECLVQLVRAGATLNVSTTRYAQTPAHIAAFGGHPQCLVWLIQAGANINKPDCEGETPIHKAARSGSLECISALVANGAHVDLRNASGLTAADIAQTQGFQECAQFLLNLQNCHLNHFYNNGILNGGHQNVFPNHISVGTNRKRCLEDSEDFGVKKARTEAQSLDSAVPLTNGDTEDDADKMHVDREFAVVTDMKNSSSVSNTLTNGCVINGHLDFPSTTPLSGMESRNG.... Result: 0 (no interaction). (3) The miRNA is hsa-miR-3942-3p with sequence UUUCAGAUAACAGUAUUACAU. The protein sequence of the target gene is MQKHYTVAWFLYSAPGVDPSPPCRSLGWKRKREWSDESEEEPEKELAPEPEETWVVETLCGLKMKLKQQRVSPILLEHHKDFNSQLAPGVDPSPPHRSFCWKRKMEWWDKSEESEEEPRKVLAPEPEEIWVAEMLCGLKMKLKRRRVSLVLPEHHEAFNRLLEDPVIKRFLAWDKDLRVSDKYLLAMVIAYFSRAGFPSWQYQRLHFFLALYLANDMEEDDEDSKQNIFHFLYGKNRSRIPLLRKRRFQLYRSMNPRARKNRSHIPLVRKRRFQLRRCMNPRARKNRSQIVLFQKRRFHF.... Result: 0 (no interaction). (4) The protein sequence of the target gene is MQGNREMKRLFVGGLGQGISETDLQNQFGRFGEVSDVEIITRKDDQGNSQKVFAYVNIQITEADLKKCMSILNKTKWKGGTLQIQLAKESFLHRLAQEREDAKAKKEKSTTGNPTLLEKMGAVDFHMKAVPGTEVPGHKNWVVSKFGRVLPVLHLKNQQKHKIMKYDPSKYCHNIKKIPENLTETTPIAELTWELEGGNDPMSKKRRGEFSDFHIPPQKVKKVQKSNDPMESKVSNIGLRTNQVMEKNKSTHPVTAHGTAPSTVNPSKQLLVSSSGTQKPKHVVFHNSDFEIIWNKSSMS.... Result: 1 (interaction). The miRNA is mmu-let-7b-5p with sequence UGAGGUAGUAGGUUGUGUGGUU. (5) The miRNA is hsa-miR-34c-3p with sequence AAUCACUAACCACACGGCCAGG. The protein sequence of the target gene is MAQQNMKVRPVLLKRNSLESVEFVKQPHHRRSKSQQVRFKEDGTTKNPTGLAEVDVQTPEDPAVMGKTQATRHHLPPTYSLSFPRSQKAGGFRNIAIQTSPSLRKHFPVFKRKRLTASKSLVEMPTASQSAIQVNGNLSEQDIVSSDLAYLRLAQHLEDGPRRVKVSHAFLPRVPKVQSNGPVSICLEAGTWRSLEKATAAIQVPDDIYHSPSWEARESALSPDRSAEVSNSIHPLDDTRPGDGRRVTPLDSEKSTSCLNATSVASHTPGTEELKPELLLPKDNSDDKDLGSLSSQSKET.... Result: 1 (interaction).